This data is from Catalyst prediction with 721,799 reactions and 888 catalyst types from USPTO. The task is: Predict which catalyst facilitates the given reaction. (1) Reactant: Cl.[N:2]1[N:3]=[C:4]([C:7]2[CH:12]=[CH:11][C:10]([C:13]3[N:18]=[C:17]4[N:19]([CH2:23][CH2:24][N:25]5[CH2:30][CH2:29][CH2:28][CH2:27][CH2:26]5)[C:20](=[O:22])[NH:21][C:16]4=[N:15][CH:14]=3)=[CH:9][CH:8]=2)[NH:5][CH:6]=1.Cl.O=C1NC2=NC=C(C3C=CC(C(=N)OCC)=CC=3)N=C2N1CCN1CCCCC1.C(NN)=O.C(N(CC)CC)C.Cl. Product: [N:2]1[N:3]=[C:4]([C:7]2[CH:8]=[CH:9][C:10]([C:13]3[N:18]=[C:17]4[N:19]([CH2:23][CH2:24][N:25]5[CH2:26][CH2:27][CH2:28][CH2:29][CH2:30]5)[C:20](=[O:22])[NH:21][C:16]4=[N:15][CH:14]=3)=[CH:11][CH:12]=2)[NH:5][CH:6]=1. The catalyst class is: 275. (2) Reactant: [CH3:1][O:2][C:3](=[O:5])[CH3:4].C([O-])(O)=O.[Na+].[CH3:11][N:12]1[C:16]([SH:17])=[N:15][N:14]=[N:13]1.C[O:19][C:20](C)([CH3:22])[CH3:21].CN1[CH2:29][CH2:28][CH2:27][C:26]1=[O:30]. Product: [CH3:1][O:2][C:3](=[O:5])[CH2:4][C@H:26]1[CH2:27][C@@H:28]([CH2:29][S:17][C:16]2[N:12]([CH3:11])[N:13]=[N:14][N:15]=2)[O:19][C:20]([CH3:22])([CH3:21])[O:30]1. The catalyst class is: 689. (3) Reactant: [Br:1][C:2]1[C:3](=[O:19])[NH:4][C:5]([CH3:18])=[CH:6][C:7]=1[O:8][CH2:9][C:10]1[CH:15]=[CH:14][C:13]([F:16])=[CH:12][C:11]=1[F:17].[H-].[Na+].Cl[CH2:23][C:24]1[O:25][CH:26]=[CH:27][CH:28]=1.C(#N)C.O. Product: [Br:1][C:2]1[C:3](=[O:19])[N:4]([CH2:23][C:24]2[O:25][CH:26]=[CH:27][CH:28]=2)[C:5]([CH3:18])=[CH:6][C:7]=1[O:8][CH2:9][C:10]1[CH:15]=[CH:14][C:13]([F:16])=[CH:12][C:11]=1[F:17]. The catalyst class is: 375. (4) Reactant: [CH2:1]([O:5][CH:6]1[CH2:11][CH2:10][N:9]([S:12]([C:15]2[CH:16]=[C:17]([CH:21]=[CH:22][CH:23]=2)[C:18]([OH:20])=O)(=[O:14])=[O:13])[CH2:8][CH2:7]1)[CH:2]([CH3:4])[CH3:3].CN(C(ON1N=NC2C=CC=NC1=2)=[N+](C)C)C.F[P-](F)(F)(F)(F)F.Cl.Cl.[NH:50]1[C:54]2([CH2:59][CH2:58][NH:57][CH2:56][CH2:55]2)[CH2:53][NH:52]/[C:51]/1=[N:60]\[C:61]([C:63]1[C:68]([NH2:69])=[N:67][C:66]([NH2:70])=[C:65]([Cl:71])[N:64]=1)=[O:62].CN1CCOCC1. Product: [CH2:1]([O:5][CH:6]1[CH2:11][CH2:10][N:9]([S:12]([C:15]2[CH:16]=[C:17]([CH:21]=[CH:22][CH:23]=2)[C:18]([N:57]2[CH2:58][CH2:59][C:54]3([NH:50]/[C:51](=[N:60]/[C:61]([C:63]4[C:68]([NH2:69])=[N:67][C:66]([NH2:70])=[C:65]([Cl:71])[N:64]=4)=[O:62])/[NH:52][CH2:53]3)[CH2:55][CH2:56]2)=[O:20])(=[O:14])=[O:13])[CH2:8][CH2:7]1)[CH:2]([CH3:4])[CH3:3]. The catalyst class is: 3.